From a dataset of Forward reaction prediction with 1.9M reactions from USPTO patents (1976-2016). Predict the product of the given reaction. (1) Given the reactants C([N:8]1[CH2:13][CH:12]([CH2:14][CH3:15])[CH:11]([OH:16])[C:10]([CH2:18][CH3:19])([CH3:17])[CH2:9]1)C1C=CC=CC=1, predict the reaction product. The product is: [CH2:18]([C:10]1([CH3:17])[CH:11]([OH:16])[CH:12]([CH2:14][CH3:15])[CH2:13][NH:8][CH2:9]1)[CH3:19]. (2) Given the reactants C1CCC(N=C=NC2CCCCC2)CC1.[CH:16](O)=[O:17].[CH2:19]([O:26][C:27](=[O:67])[N:28]([CH2:64][CH:65]=[CH2:66])[C:29]1[C:34](=[O:35])[N:33]2[C@H:36]([C:41](=[O:63])[NH:42][CH2:43][C:44]3[CH:49]=[CH:48][C:47]([C:50]([NH:52][C:53]([O:55][CH2:56][C:57]4[CH:62]=[CH:61][CH:60]=[CH:59][CH:58]=4)=[O:54])=[NH:51])=[CH:46][CH:45]=3)[CH2:37][C@:38]([NH2:40])([CH3:39])[C:32]2=[N:31][CH:30]=1)[C:20]1[CH:25]=[CH:24][CH:23]=[CH:22][CH:21]=1.N1C=CC=CC=1, predict the reaction product. The product is: [CH2:19]([O:26][C:27](=[O:67])[N:28]([CH2:64][CH:65]=[CH2:66])[C:29]1[C:34](=[O:35])[N:33]2[C@@H:36]([C:41](=[O:63])[NH:42][CH2:43][C:44]3[CH:49]=[CH:48][C:47]([C:50]([NH:52][C:53]([O:55][CH2:56][C:57]4[CH:58]=[CH:59][CH:60]=[CH:61][CH:62]=4)=[O:54])=[NH:51])=[CH:46][CH:45]=3)[CH2:37][C@@:38]([NH:40][CH:16]=[O:17])([CH3:39])[C:32]2=[N:31][CH:30]=1)[C:20]1[CH:25]=[CH:24][CH:23]=[CH:22][CH:21]=1. (3) The product is: [Cl:27][C:4]1[C:5]2[S:10][C:9]3[CH2:11][CH2:12][CH2:13][CH2:14][C:8]=3[C:6]=2[N:7]=[C:2]([NH2:1])[N:3]=1. Given the reactants [NH2:1][C:2]1[NH:7][C:6]2[C:8]3[CH2:14][CH2:13][CH2:12][CH2:11][C:9]=3[S:10][C:5]=2[C:4](=O)[N:3]=1.CN(C)C1C=CC=CC=1.O=P(Cl)(Cl)[Cl:27], predict the reaction product. (4) Given the reactants C1C(=O)N([O:8][C:9]([CH2:11][CH2:12][CH2:13][CH2:14][C@@H:15]2[S:19][CH2:18][C@@H:17]3[NH:20][C:21]([NH:23][C@H:16]23)=[O:22])=[O:10])C(=O)C1, predict the reaction product. The product is: [OH:10][C:9]([CH2:11][CH2:12][CH2:13][CH2:14][C@H:15]1[C@@H:16]2[C@@H:17]([NH:20][C:21]([NH:23]2)=[O:22])[CH2:18][S:19]1)=[O:8]. (5) Given the reactants Cl.CCOCC.CC1(C)[O:12][CH:11]([CH2:13][N:14]2[C:22]([C:23]3[S:24][CH:25]=[C:26]([CH3:28])[N:27]=3)=[C:21]3[C:16]([N:17]([CH3:32])[C:18](=[O:31])[N:19]([CH3:30])[C:20]3=[O:29])=[CH:15]2)[CH2:10][O:9]1.O, predict the reaction product. The product is: [OH:12][CH:11]([CH2:10][OH:9])[CH2:13][N:14]1[C:22]([C:23]2[S:24][CH:25]=[C:26]([CH3:28])[N:27]=2)=[C:21]2[C:16]([N:17]([CH3:32])[C:18](=[O:31])[N:19]([CH3:30])[C:20]2=[O:29])=[CH:15]1.